From a dataset of Full USPTO retrosynthesis dataset with 1.9M reactions from patents (1976-2016). Predict the reactants needed to synthesize the given product. (1) Given the product [F:22][C:18]1[CH:17]=[C:16]([C:2]2[CH:14]=[CH:13][C:5]3[NH:6][C:7](=[O:12])[O:8][C:9]([CH3:11])([CH3:10])[C:4]=3[CH:3]=2)[CH:21]=[CH:20][CH:19]=1, predict the reactants needed to synthesize it. The reactants are: Br[C:2]1[CH:14]=[CH:13][C:5]2[NH:6][C:7](=[O:12])[O:8][C:9]([CH3:11])([CH3:10])[C:4]=2[CH:3]=1.Br[C:16]1[CH:21]=[CH:20][CH:19]=[C:18]([F:22])[CH:17]=1. (2) Given the product [NH2:1][C:2]1[C:3]([N:17]([CH:22]2[CH2:23][CH2:24][CH2:25][CH2:26][CH2:27]2)[CH2:18][CH:19]([CH3:21])[CH3:20])=[CH:4][C:5]([F:16])=[C:6]([C@H:8]2[CH2:10][C@H:9]2[C:11]([OH:13])=[O:12])[CH:7]=1, predict the reactants needed to synthesize it. The reactants are: [NH2:1][C:2]1[C:3]([N:17]([CH:22]2[CH2:27][CH2:26][CH2:25][CH2:24][CH2:23]2)[CH2:18][CH:19]([CH3:21])[CH3:20])=[CH:4][C:5]([F:16])=[C:6]([C@H:8]2[CH2:10][C@H:9]2[C:11]([O:13]CC)=[O:12])[CH:7]=1.[Li+].[OH-].Cl. (3) Given the product [F:17][C:2]([F:1])([F:18])[C:3]1[CH:4]=[CH:5][C:6]([C:9]2[O:13][N:12]=[CH:11][C:10]=2[C:14]([N:35]2[CH2:36][CH2:37][CH:33]([C:30]3[CH:31]=[CH:32][C:27]([C:26]([F:25])([F:38])[F:39])=[CH:28][CH:29]=3)[CH2:34]2)=[O:16])=[CH:7][CH:8]=1, predict the reactants needed to synthesize it. The reactants are: [F:1][C:2]([F:18])([F:17])[C:3]1[CH:8]=[CH:7][C:6]([C:9]2[O:13][N:12]=[CH:11][C:10]=2[C:14]([OH:16])=O)=[CH:5][CH:4]=1.C(O)(=O)C(O)=O.[F:25][C:26]([F:39])([F:38])[C:27]1[CH:32]=[CH:31][C:30]([CH:33]2[CH2:37][CH2:36][NH:35][CH2:34]2)=[CH:29][CH:28]=1. (4) The reactants are: [CH2:1]([O:8][C:9]1[CH:16]=[CH:15][CH:14]=[CH:13][C:10]=1[CH:11]=[O:12])[C:2]1[CH:7]=[CH:6][CH:5]=[CH:4][CH:3]=1.[CH:17]([Mg]Br)=[CH2:18]. Given the product [CH2:1]([O:8][C:9]1[CH:16]=[CH:15][CH:14]=[CH:13][C:10]=1[CH:11]([OH:12])[CH:17]=[CH2:18])[C:2]1[CH:3]=[CH:4][CH:5]=[CH:6][CH:7]=1, predict the reactants needed to synthesize it. (5) Given the product [CH3:21][O:20][C:15]1[CH:16]=[CH:17][CH:18]=[CH:19][C:14]=1[C:13]1[C:7]2[O:6][CH:5]([CH2:4][NH2:1])[CH2:9][C:8]=2[CH:10]=[CH:11][CH:12]=1, predict the reactants needed to synthesize it. The reactants are: [N:1]([CH2:4][CH:5]1[CH2:9][C:8]2[CH:10]=[CH:11][CH:12]=[C:13]([C:14]3[CH:19]=[CH:18][CH:17]=[CH:16][C:15]=3[O:20][CH3:21])[C:7]=2[O:6]1)=[N+]=[N-].